From a dataset of Forward reaction prediction with 1.9M reactions from USPTO patents (1976-2016). Predict the product of the given reaction. (1) Given the reactants N[C@H](C(O)=O)CCC[CH2:6][NH2:7].[NH2:11][C@H](C(O)=O)CCCCN(C)C.[NH2:23][C@H:24]([C:29]([OH:31])=[O:30])[CH2:25][CH2:26][CH2:27][NH2:28], predict the reaction product. The product is: [NH2:23][C@H:24]([C:29]([OH:31])=[O:30])[CH2:25][CH2:26][CH2:27][NH:28][C:6](=[NH:7])[NH2:11]. (2) Given the reactants [NH2:1][C:2]1[C:7]([Cl:8])=[CH:6][C:5]([C:9](=[O:14])[C:10]([F:13])([F:12])[F:11])=[CH:4][C:3]=1[Cl:15].C(N(CC)CC)C.[F:23][C:24]1[C:32]([N+:33]([O-:35])=[O:34])=[CH:31][CH:30]=[CH:29][C:25]=1[C:26](O)=[O:27].O=C1N([ClH]P([ClH]N2CCOC2=O)=O)CCO1, predict the reaction product. The product is: [Cl:15][C:3]1[CH:4]=[C:5]([C:9](=[O:14])[C:10]([F:13])([F:11])[F:12])[CH:6]=[C:7]([Cl:8])[C:2]=1[NH:1][C:26](=[O:27])[C:25]1[CH:29]=[CH:30][CH:31]=[C:32]([N+:33]([O-:35])=[O:34])[C:24]=1[F:23]. (3) Given the reactants [C:1]([C:4]1[C:12]2[N:11]=[C:10]([C:13]3[CH:18]=[CH:17][C:16]([CH:19]4[CH2:23][CH2:22][CH2:21][N:20]4C(OC(C)(C)C)=O)=[CH:15][C:14]=3[F:31])[NH:9][C:8]=2[CH:7]=[CH:6][CH:5]=1)(=[O:3])[NH2:2].C(O)(C(F)(F)F)=O, predict the reaction product. The product is: [F:31][C:14]1[CH:15]=[C:16]([CH:19]2[CH2:23][CH2:22][CH2:21][NH:20]2)[CH:17]=[CH:18][C:13]=1[C:10]1[NH:9][C:8]2[CH:7]=[CH:6][CH:5]=[C:4]([C:1]([NH2:2])=[O:3])[C:12]=2[N:11]=1. (4) Given the reactants [OH:1][NH:2][C:3](=[O:9])[O:4][C:5]([CH3:8])([CH3:7])[CH3:6].[CH2:10]([O:12][CH2:13][CH:14]([OH:19])[CH2:15][O:16][CH2:17][CH3:18])[CH3:11].[C:20](Cl)(Cl)=[O:21], predict the reaction product. The product is: [C:5]([O:4][C:3]([NH:2][O:1][C:20]([O:19][CH:14]([CH2:15][O:16][CH2:17][CH3:18])[CH2:13][O:12][CH2:10][CH3:11])=[O:21])=[O:9])([CH3:8])([CH3:7])[CH3:6]. (5) Given the reactants [OH-].[Na+].[CH3:3][C:4]1([CH3:36])[CH2:13][CH2:12][C:11]([CH3:15])([CH3:14])[C:10]2[CH:9]=[C:8]([C:16]3[N:21]=[C:20]([N:22]4[CH2:27][CH2:26][N:25]([CH2:28][CH2:29][N:30]5[CH2:34][CH2:33][O:32]C5=O)[CH2:24][CH2:23]4)[CH:19]=[CH:18][CH:17]=3)[CH:7]=[CH:6][C:5]1=2, predict the reaction product. The product is: [CH3:3][C:4]1([CH3:36])[CH2:13][CH2:12][C:11]([CH3:14])([CH3:15])[C:10]2[CH:9]=[C:8]([C:16]3[N:21]=[C:20]([N:22]4[CH2:27][CH2:26][N:25]([CH2:28][CH2:29][NH:30][CH2:34][CH2:33][OH:32])[CH2:24][CH2:23]4)[CH:19]=[CH:18][CH:17]=3)[CH:7]=[CH:6][C:5]1=2.